From a dataset of Reaction yield outcomes from USPTO patents with 853,638 reactions. Predict the reaction yield, written as a fraction of the theoretical maximum amount of product (1.0 means a 100% yield; for example, 0.34 means a 34% yield). (1) The reactants are [CH3:1][O:2][C:3]1[CH:4]=[C:5]([CH:10]=[CH:11][CH:12]=1)[CH:6]=[CH:7][CH:8]=O.[NH2:13][NH:14][C:15]([NH2:17])=[S:16]. No catalyst specified. The product is [CH3:1][O:2][C:3]1[CH:4]=[C:5]([CH:10]=[CH:11][CH:12]=1)[CH:6]=[CH:7][CH:8]=[N:13][NH:14][C:15]([NH2:17])=[S:16]. The yield is 0.520. (2) The reactants are [F:1][C:2]([F:13])([C:6]1[CH:11]=[CH:10][C:9]([F:12])=[CH:8][N:7]=1)[C:3](O)=O.[NH2:14][C:15]1[C:23]([O:24][C:25]([F:28])([F:27])[F:26])=[CH:22][CH:21]=[CH:20][C:16]=1[C:17](O)=[O:18].P(OC1C=CC=CC=1)(OC1C=CC=CC=1)OC1C=CC=CC=1.Cl.[NH2:52]CCC(OCC)=O. The catalyst is N1C=CC=CC=1. The product is [F:1][C:2]([F:13])([C:6]1[CH:11]=[CH:10][C:9]([F:12])=[CH:8][N:7]=1)[C:3]1[N:52]=[C:17]([OH:18])[C:16]2[C:15](=[C:23]([O:24][C:25]([F:28])([F:27])[F:26])[CH:22]=[CH:21][CH:20]=2)[N:14]=1. The yield is 0.770. (3) The reactants are C([NH:5][S:6]([C:9]1[CH:14]=[CH:13][CH:12]=[CH:11][C:10]=1[C:15]1[CH:20]=[CH:19][C:18]([C:21]([NH:23][C:24]2[CH:29]=[CH:28][C:27]([Cl:30])=[CH:26][C:25]=2[C:31]([NH:33][C:34]2[CH:39]=[CH:38][C:37]([Cl:40])=[CH:36][N:35]=2)=[O:32])=[O:22])=[CH:17][CH:16]=1)(=[O:8])=[O:7])(C)(C)C. The catalyst is FC(F)(F)C(O)=O. The product is [Cl:40][C:37]1[CH:38]=[CH:39][C:34]([NH:33][C:31]([C:25]2[CH:26]=[C:27]([Cl:30])[CH:28]=[CH:29][C:24]=2[NH:23][C:21]([C:18]2[CH:19]=[CH:20][C:15]([C:10]3[CH:11]=[CH:12][CH:13]=[CH:14][C:9]=3[S:6](=[O:8])(=[O:7])[NH2:5])=[CH:16][CH:17]=2)=[O:22])=[O:32])=[N:35][CH:36]=1. The yield is 0.250. (4) The reactants are [Cl:1][C:2]1[CH:3]=[CH:4][C:5]([O:12][CH3:13])=[C:6]([CH:11]=1)[C:7](OC)=O.[AlH4-].[Li+].S(Cl)(Cl)=O.[C-:20]#[N:21].[Na+]. The catalyst is CCOCC.O.CS(C)=O.ClCCl. The product is [Cl:1][C:2]1[CH:3]=[CH:4][C:5]([O:12][CH3:13])=[C:6]([CH2:7][C:20]#[N:21])[CH:11]=1. The yield is 0.910. (5) The catalyst is CN(C=O)C. The yield is 0.550. The product is [C:23]([N:3]1[CH2:6][CH:5]([NH:7][C:8]2[C:13](=[O:14])[NH:12][CH:11]=[C:10]([C:15]3[CH:20]=[CH:19][N:18]=[C:17]([NH:21][CH3:22])[CH:16]=3)[CH:9]=2)[CH2:4]1)(=[O:32])/[CH:24]=[CH:25]/[C:26]1[CH:31]=[CH:30][CH:29]=[CH:28][CH:27]=1. The reactants are Br.Br.[NH:3]1[CH2:6][CH:5]([NH:7][C:8]2[C:13](=[O:14])[NH:12][CH:11]=[C:10]([C:15]3[CH:20]=[CH:19][N:18]=[C:17]([NH:21][CH3:22])[CH:16]=3)[CH:9]=2)[CH2:4]1.[C:23](O)(=[O:32])[CH:24]=[CH:25][C:26]1[CH:31]=[CH:30][CH:29]=[CH:28][CH:27]=1.CN(C(ON1N=NC2C=CC=NC1=2)=[N+](C)C)C.F[P-](F)(F)(F)(F)F.CCN(C(C)C)C(C)C.